This data is from Acute oral toxicity (LD50) regression data from Zhu et al.. The task is: Regression/Classification. Given a drug SMILES string, predict its toxicity properties. Task type varies by dataset: regression for continuous values (e.g., LD50, hERG inhibition percentage) or binary classification for toxic/non-toxic outcomes (e.g., AMES mutagenicity, cardiotoxicity, hepatotoxicity). Dataset: ld50_zhu. (1) The molecule is Clc1ccccc1Cl. The rat oral LD50 is 2.47, given as -log10 of the dose in mol/kg body weight (higher means more acutely toxic). (2) The drug is COc1ccc(CC(C)=O)cc1. The rat oral LD50 is 1.69, given as -log10 of the dose in mol/kg body weight (higher means more acutely toxic). (3) The drug is CC1(C)C(C=C2CCCC2)C1C(=O)OCc1coc(Cc2ccccc2)c1. The rat oral LD50 is 3.76, given as -log10 of the dose in mol/kg body weight (higher means more acutely toxic). (4) The molecule is COP(=S)(OC)SC1CCSc2ccc(Cl)cc21. The rat oral LD50 is 3.23, given as -log10 of the dose in mol/kg body weight (higher means more acutely toxic).